From a dataset of Reaction yield outcomes from USPTO patents with 853,638 reactions. Predict the reaction yield, written as a fraction of the theoretical maximum amount of product (1.0 means a 100% yield; for example, 0.34 means a 34% yield). (1) The reactants are [O:1]1[C:6]2[CH:7]=[CH:8][C:9]([C:11]3[C:20]4[CH2:19][CH2:18][CH2:17][CH2:16][C:15]=4[N:14]=[C:13]([CH3:21])[C:12]=3[CH2:22][CH2:23][OH:24])=[CH:10][C:5]=2[CH2:4][CH2:3][CH2:2]1.C[N+]1([O-])CC[O:29][CH2:28]C1.S(Cl)(Cl)=O. The catalyst is C(#N)C.[Ru]([O-])(=O)(=O)=O.C([N+](CCC)(CCC)CCC)CC. The product is [O:1]1[C:6]2[CH:7]=[CH:8][C:9]([C:11]3[C:20]4[CH2:19][CH2:18][CH2:17][CH2:16][C:15]=4[N:14]=[C:13]([CH3:21])[C:12]=3[CH2:22][C:23]([O:29][CH3:28])=[O:24])=[CH:10][C:5]=2[CH2:4][CH2:3][CH2:2]1. The yield is 0.320. (2) The yield is 0.900. The reactants are [C:1]12[C:7](=[CH:8][CH:9]=[CH:10][CH:11]=1)[NH:6][C:5](=[O:12])[O:4][C:2]2=[O:3].[H-].[Na+].[F:15][C:16]1[CH:23]=[CH:22][C:19]([CH2:20]Br)=[CH:18][CH:17]=1.O. The catalyst is CN(C)C=O. The product is [F:15][C:16]1[CH:23]=[CH:22][C:19]([CH2:20][N:6]2[C:7]3[CH:8]=[CH:9][CH:10]=[CH:11][C:1]=3[C:2](=[O:3])[O:4][C:5]2=[O:12])=[CH:18][CH:17]=1. (3) The reactants are [CH3:1][CH:2]([CH3:31])[CH2:3][C:4]([C:21]1[CH:30]=[CH:29][C:24]([C:25]([O:27]C)=[O:26])=[CH:23][CH:22]=1)=[CH:5][C:6]1[CH:11]=[CH:10][C:9]([N:12]2[CH:16]=[C:15]([C:17]([F:20])([F:19])[F:18])[CH:14]=[N:13]2)=[CH:8][CH:7]=1.[OH-].[Na+]. The catalyst is CO.O1CCCC1. The product is [CH3:1][CH:2]([CH3:31])[CH2:3][C:4]([C:21]1[CH:22]=[CH:23][C:24]([C:25]([OH:27])=[O:26])=[CH:29][CH:30]=1)=[CH:5][C:6]1[CH:7]=[CH:8][C:9]([N:12]2[CH:16]=[C:15]([C:17]([F:20])([F:18])[F:19])[CH:14]=[N:13]2)=[CH:10][CH:11]=1. The yield is 0.960. (4) The reactants are [C:1]([CH2:3]P(=O)(OCC)OCC)#[N:2].CC(C)([O-])C.[K+].O=[C:19]1[CH2:22][N:21]([C:23]([O:25][C:26]([CH3:29])([CH3:28])[CH3:27])=[O:24])[CH2:20]1.O. The catalyst is O1CCCC1. The product is [C:1]([CH:3]=[C:19]1[CH2:22][N:21]([C:23]([O:25][C:26]([CH3:29])([CH3:28])[CH3:27])=[O:24])[CH2:20]1)#[N:2]. The yield is 0.580. (5) The reactants are [CH2:1]([O:3][C:4](=[O:25])[C:5]([CH3:24])([CH3:23])[CH2:6][CH2:7][CH2:8][CH2:9][CH:10]([N+]#[C-])S(C1C=CC(C)=CC=1)(=O)=O)[CH3:2].[H-].[Na+].[CH3:28][OH:29].[OH2:30]. The catalyst is [I-].C([N+](CCCC)(CCCC)CCCC)CCC.CS(C)=O.OS(O)(=O)=O. The product is [OH:29][CH2:28][C:5]([CH3:23])([CH3:4])[CH2:6][CH2:7][CH2:8][C:10](=[O:30])[CH2:9][CH2:8][CH2:7][CH2:6][C:5]([CH3:23])([CH3:24])[C:4]([O:3][CH2:1][CH3:2])=[O:25]. The yield is 0.600. (6) The reactants are [F:1][C:2]1[CH:7]=[CH:6][CH:5]=[C:4]([F:8])[C:3]=1[C:9]1[O:10][C:11]([C:22]([OH:24])=O)=[C:12]([C:14]2[CH:19]=[CH:18][C:17]([O:20][CH3:21])=[CH:16][CH:15]=2)[N:13]=1.O.OC1C2N=N[NH:32]C=2C=CC=1.N.O1CCOCC1.CN(C)CCCN=C=NCC. The catalyst is CN(C=O)C. The product is [F:1][C:2]1[CH:7]=[CH:6][CH:5]=[C:4]([F:8])[C:3]=1[C:9]1[O:10][C:11]([C:22]([NH2:32])=[O:24])=[C:12]([C:14]2[CH:19]=[CH:18][C:17]([O:20][CH3:21])=[CH:16][CH:15]=2)[N:13]=1. The yield is 0.690. (7) The catalyst is C(Cl)Cl.CN(C=O)C.C(Cl)Cl. The reactants are [O:1]1[CH2:6][CH2:5][CH2:4][CH2:3][CH:2]1[O:7][NH:8][C:9]([CH2:11][CH2:12][CH2:13][CH2:14][CH2:15][CH2:16][NH:17][C:18]([C:20]1[NH:21][C:22]2[C:27]([CH:28]=1)=[CH:26][C:25]([CH2:29][CH2:30]C(O)=O)=[CH:24][CH:23]=2)=[O:19])=[O:10].CCN=C=N[CH2:39][CH2:40][CH2:41][N:42]([CH3:44])C.Cl.C(N(CC)CC)C.C1[CH:54]=[CH:55][C:56]2N(O)N=N[C:57]=2[CH:58]=1.[CH:63]1([O:68][C:69](=[O:79])[C@H](CC2C=CC=CC=2)N)[CH2:67][CH2:66][CH2:65][CH2:64]1.CC1C=CC(S(O)(=O)=[O:88])=CC=1. The product is [CH:63]1([O:68][C:69](=[O:79])[C@@H:41]([NH:42][C:44](=[O:88])[CH2:30][CH2:29][C:25]2[CH:26]=[C:27]3[C:22](=[CH:23][CH:24]=2)[NH:21][C:20]([C:18](=[O:19])[NH:17][CH2:16][CH2:15][CH2:14][CH2:13][CH2:12][CH2:11][C:9](=[O:10])[NH:8][O:7][CH:2]2[CH2:3][CH2:4][CH2:5][CH2:6][O:1]2)=[CH:28]3)[CH2:40][C:39]2[CH:54]=[CH:55][CH:56]=[CH:57][CH:58]=2)[CH2:67][CH2:66][CH2:65][CH2:64]1. The yield is 0.950. (8) The reactants are [CH2:1]([O:8][CH2:9][N:10]1[C:15](=[O:16])[C:14]([Br:17])=[N:13][N:12]([CH2:18][C:19](F)(F)C2C=CC=CC=2)[C:11]1=[O:28])[C:2]1[CH:7]=[CH:6][CH:5]=[CH:4][CH:3]=1.[N:29]1(CCO)[C:33]2=[N:34][CH:35]=[CH:36][CH:37]=[C:32]2[CH:31]=[CH:30]1. No catalyst specified. The product is [N:29]1([CH2:19][CH2:18][N:12]2[C:11](=[O:28])[N:10]([CH2:9][O:8][CH2:1][C:2]3[CH:3]=[CH:4][CH:5]=[CH:6][CH:7]=3)[C:15](=[O:16])[C:14]([Br:17])=[N:13]2)[C:33]2=[N:34][CH:35]=[CH:36][CH:37]=[C:32]2[CH:31]=[CH:30]1. The yield is 1.00. (9) The reactants are [F:1][C:2]1[C:3]([CH3:13])=[C:4]2[C:9](=[CH:10][CH:11]=1)[NH:8][C:7](=[O:12])[CH2:6][CH2:5]2.[H-].[Na+].Cl[CH2:17][CH2:18][CH2:19]I.[CH2:21]([O:24][CH:25]1[CH2:30][CH2:29][NH:28][CH2:27][CH2:26]1)[CH2:22][CH3:23].[Na+].[I-].C([O-])([O-])=O.[K+].[K+]. The catalyst is CN(C=O)C. The product is [F:1][C:2]1[C:3]([CH3:13])=[C:4]2[C:9](=[CH:10][CH:11]=1)[N:8]([CH2:17][CH2:18][CH2:19][N:28]1[CH2:29][CH2:30][CH:25]([O:24][CH2:21][CH2:22][CH3:23])[CH2:26][CH2:27]1)[C:7](=[O:12])[CH2:6][CH2:5]2. The yield is 0.410. (10) The reactants are [NH:1]([C:5]1[CH:9]=[CH:8][O:7][C:6]=1[C:10]([O:12]CC)=O)[C:2]([NH2:4])=[O:3].[OH-].[Na+].Cl. The catalyst is CO. The product is [N:1]1[C:5]2[CH:9]=[CH:8][O:7][C:6]=2[C:10]([OH:12])=[N:4][C:2]=1[OH:3]. The yield is 0.910.